From a dataset of NCI-60 drug combinations with 297,098 pairs across 59 cell lines. Regression. Given two drug SMILES strings and cell line genomic features, predict the synergy score measuring deviation from expected non-interaction effect. (1) Drug 1: C1=C(C(=O)NC(=O)N1)N(CCCl)CCCl. Drug 2: C1CNP(=O)(OC1)N(CCCl)CCCl. Cell line: MALME-3M. Synergy scores: CSS=19.0, Synergy_ZIP=-4.56, Synergy_Bliss=0.0386, Synergy_Loewe=-8.26, Synergy_HSA=1.56. (2) Drug 1: CC1C(C(CC(O1)OC2CC(OC(C2O)C)OC3=CC4=CC5=C(C(=O)C(C(C5)C(C(=O)C(C(C)O)O)OC)OC6CC(C(C(O6)C)O)OC7CC(C(C(O7)C)O)OC8CC(C(C(O8)C)O)(C)O)C(=C4C(=C3C)O)O)O)O. Drug 2: COC1=C2C(=CC3=C1OC=C3)C=CC(=O)O2. Cell line: MDA-MB-231. Synergy scores: CSS=13.3, Synergy_ZIP=2.64, Synergy_Bliss=1.54, Synergy_Loewe=-37.3, Synergy_HSA=-0.531. (3) Drug 1: C1=CC(=C2C(=C1NCCNCCO)C(=O)C3=C(C=CC(=C3C2=O)O)O)NCCNCCO. Drug 2: C1C(C(OC1N2C=C(C(=O)NC2=O)F)CO)O. Cell line: MALME-3M. Synergy scores: CSS=25.0, Synergy_ZIP=-10.9, Synergy_Bliss=-1.52, Synergy_Loewe=1.82, Synergy_HSA=2.24. (4) Drug 2: C1CC(C1)(C(=O)O)C(=O)O.[NH2-].[NH2-].[Pt+2]. Cell line: RPMI-8226. Drug 1: CN(C)N=NC1=C(NC=N1)C(=O)N. Synergy scores: CSS=52.8, Synergy_ZIP=1.35, Synergy_Bliss=2.37, Synergy_Loewe=-8.63, Synergy_HSA=2.23. (5) Drug 1: C1=CN(C(=O)N=C1N)C2C(C(C(O2)CO)O)O.Cl. Drug 2: CC(C)NC(=O)C1=CC=C(C=C1)CNNC.Cl. Cell line: 786-0. Synergy scores: CSS=23.7, Synergy_ZIP=-7.26, Synergy_Bliss=-1.55, Synergy_Loewe=-6.07, Synergy_HSA=0.102. (6) Drug 1: CC1CCC2CC(C(=CC=CC=CC(CC(C(=O)C(C(C(=CC(C(=O)CC(OC(=O)C3CCCCN3C(=O)C(=O)C1(O2)O)C(C)CC4CCC(C(C4)OC)O)C)C)O)OC)C)C)C)OC. Drug 2: C(CC(=O)O)C(=O)CN.Cl. Cell line: LOX IMVI. Synergy scores: CSS=19.3, Synergy_ZIP=-4.86, Synergy_Bliss=3.62, Synergy_Loewe=-14.3, Synergy_HSA=1.98.